Dataset: Reaction yield outcomes from USPTO patents with 853,638 reactions. Task: Predict the reaction yield, written as a fraction of the theoretical maximum amount of product (1.0 means a 100% yield; for example, 0.34 means a 34% yield). (1) The reactants are [Cl-:1].[CH3:2][N+:3]1[CH:8]=[CH:7][C:6]([NH:9][C:10]2[CH:15]=[CH:14][C:13]([C:16]([NH:18][C:19]3[CH:24]=[CH:23][C:22]([N+:25]([O-])=O)=[CH:21][CH:20]=3)=[O:17])=[CH:12][CH:11]=2)=[CH:5][CH:4]=1.O. The catalyst is CCO.[Fe]. The product is [Cl-:1].[NH2:25][C:22]1[CH:23]=[CH:24][C:19]([NH:18][C:16]([C:13]2[CH:14]=[CH:15][C:10]([NH:9][C:6]3[CH:5]=[CH:4][N+:3]([CH3:2])=[CH:8][CH:7]=3)=[CH:11][CH:12]=2)=[O:17])=[CH:20][CH:21]=1. The yield is 0.800. (2) The reactants are [Cl:1][C:2]1[CH:3]=[CH:4][C:5]([O:32][C:33]2[CH:38]=[C:37]([F:39])[C:36]([S:40](=[O:59])(=[O:58])[N:41](CC3C=CC(OC)=CC=3OC)[C:42]3[S:46][N:45]=[CH:44][N:43]=3)=[CH:35][C:34]=2[F:60])=[C:6]([C:8]2[CH:9]=[CH:10][C:11]3[O:15][N:14]=[C:13]([N:16]([C:24](OC(C)(C)C)=O)[C:17](OC(C)(C)C)=O)[C:12]=3[CH:31]=2)[CH:7]=1.ClC1C=CC(OC2C(F)=CC(S(N(CC3C=CC(OC)=CC=3OC)C3SN=CN=3)(=O)=O)=C(F)C=2)=C(C2C=CC3ON=C(N(C)C)C=3C=2)C=1. No catalyst specified. The product is [Cl:1][C:2]1[CH:3]=[CH:4][C:5]([O:32][C:33]2[C:34]([F:60])=[CH:35][C:36]([S:40]([NH:41][C:42]3[S:46][N:45]=[CH:44][N:43]=3)(=[O:59])=[O:58])=[C:37]([F:39])[CH:38]=2)=[C:6]([C:8]2[CH:9]=[CH:10][C:11]3[O:15][N:14]=[C:13]([N:16]([CH3:17])[CH3:24])[C:12]=3[CH:31]=2)[CH:7]=1. The yield is 0.310.